From a dataset of Catalyst prediction with 721,799 reactions and 888 catalyst types from USPTO. Predict which catalyst facilitates the given reaction. Reactant: C[O:2][C:3](=[O:41])[CH2:4][C@H:5]1[C:9]2[CH:10]=[CH:11][C:12]([O:14][C@H:15]3[C:23]4[C:18](=[C:19]([O:25][C:26]5[CH:31]=[CH:30][C:29]([O:32][CH2:33][CH2:34][C:35]([OH:38])([CH3:37])[CH3:36])=[CH:28][C:27]=5[C:39]#[N:40])[CH:20]=[CH:21][C:22]=4[F:24])[CH2:17][CH2:16]3)=[CH:13][C:8]=2[O:7][CH2:6]1.[OH-].[K+]. Product: [C:39]([C:27]1[CH:28]=[C:29]([O:32][CH2:33][CH2:34][C:35]([OH:38])([CH3:36])[CH3:37])[CH:30]=[CH:31][C:26]=1[O:25][C:19]1[CH:20]=[CH:21][C:22]([F:24])=[C:23]2[C:18]=1[CH2:17][CH2:16][C@H:15]2[O:14][C:12]1[CH:11]=[CH:10][C:9]2[C@H:5]([CH2:4][C:3]([OH:41])=[O:2])[CH2:6][O:7][C:8]=2[CH:13]=1)#[N:40]. The catalyst class is: 8.